Dataset: Full USPTO retrosynthesis dataset with 1.9M reactions from patents (1976-2016). Task: Predict the reactants needed to synthesize the given product. (1) Given the product [CH2:7]([O:8][C:10]1[C:19]2[C:14](=[CH:15][C:16]([O:20][CH3:21])=[CH:17][CH:18]=2)[CH:13]=[C:12]([NH:22][C:23]2[CH:27]=[C:26]([CH3:28])[NH:25][N:24]=2)[N:11]=1)[C:1]1[CH:6]=[CH:5][CH:4]=[CH:3][CH:2]=1, predict the reactants needed to synthesize it. The reactants are: [C:1]1([CH2:7][OH:8])[CH:6]=[CH:5][CH:4]=[CH:3][CH:2]=1.Cl[C:10]1[C:19]2[C:14](=[CH:15][C:16]([O:20][CH3:21])=[CH:17][CH:18]=2)[CH:13]=[C:12]([NH:22][C:23]2[CH:27]=[C:26]([CH3:28])[NH:25][N:24]=2)[N:11]=1. (2) Given the product [CH2:10]([N:9]([CH2:12][CH3:13])[C:7](=[O:8])[C:6]1[CH:14]=[CH:15][C:3]([CH:2]([C:16]2[CH:17]=[CH:18][CH:19]=[C:20]3[C:25]=2[N:24]=[CH:23][CH:22]=[CH:21]3)[N:26]2[CH2:31][CH2:30][NH:29][CH2:28][CH2:27]2)=[CH:4][CH:5]=1)[CH3:11], predict the reactants needed to synthesize it. The reactants are: Cl[CH:2]([C:16]1[CH:17]=[CH:18][CH:19]=[C:20]2[C:25]=1[N:24]=[CH:23][CH:22]=[CH:21]2)[C:3]1[CH:15]=[CH:14][C:6]([C:7]([N:9]([CH2:12][CH3:13])[CH2:10][CH3:11])=[O:8])=[CH:5][CH:4]=1.[NH:26]1[CH2:31][CH2:30][NH:29][CH2:28][CH2:27]1. (3) Given the product [C:19]1([C:17]2[N:14]=[C:12]([NH:11][C:7]3[CH:6]=[C:5]([CH:10]=[CH:9][CH:8]=3)[NH2:4])[S:13][CH:16]=2)[CH:24]=[CH:23][CH:22]=[CH:21][CH:20]=1, predict the reactants needed to synthesize it. The reactants are: C([NH:4][C:5]1[CH:6]=[C:7]([NH:11][C:12]([NH2:14])=[S:13])[CH:8]=[CH:9][CH:10]=1)(=O)C.Br[CH2:16][C:17]([C:19]1[CH:24]=[CH:23][CH:22]=[CH:21][CH:20]=1)=O. (4) Given the product [Br:1][C:2]1[CH:7]=[CH:6][C:5]([C@@H:8]([O:13][C:14]2[N:15]=[C:16]([CH3:21])[N:17]=[C:18]([N:35]3[CH2:34][CH2:33][C:32]4([CH2:28][N:29]([C:43]([O:45][CH2:46][C:47]5[CH:48]=[CH:49][CH:50]=[CH:51][CH:52]=5)=[O:44])[C@H:30]([C:38]([O:40][CH2:41][CH3:42])=[O:39])[CH2:31]4)[CH2:37][CH2:36]3)[CH:19]=2)[C:9]([F:12])([F:11])[F:10])=[C:4]([N:22]2[CH:26]=[CH:25][C:24]([CH3:27])=[N:23]2)[CH:3]=1, predict the reactants needed to synthesize it. The reactants are: [Br:1][C:2]1[CH:7]=[CH:6][C:5]([C@@H:8]([O:13][C:14]2[CH:19]=[C:18](Cl)[N:17]=[C:16]([CH3:21])[N:15]=2)[C:9]([F:12])([F:11])[F:10])=[C:4]([N:22]2[CH:26]=[CH:25][C:24]([CH3:27])=[N:23]2)[CH:3]=1.[CH2:28]1[C:32]2([CH2:37][CH2:36][NH:35][CH2:34][CH2:33]2)[CH2:31][C@@H:30]([C:38]([O:40][CH2:41][CH3:42])=[O:39])[N:29]1[C:43]([O:45][CH2:46][C:47]1[CH:52]=[CH:51][CH:50]=[CH:49][CH:48]=1)=[O:44].C([O-])([O-])=O.[Na+].[Na+].